This data is from Forward reaction prediction with 1.9M reactions from USPTO patents (1976-2016). The task is: Predict the product of the given reaction. (1) Given the reactants [F:1][C:2]([F:13])([F:12])[C:3]1[CH:8]=[CH:7][CH:6]=[C:5]([N:9]=[C:10]=[O:11])[CH:4]=1.[F:14][C:15]([F:24])([F:23])[C:16]1[CH:17]=[C:18]([CH:20]=[CH:21][CH:22]=1)[NH2:19], predict the reaction product. The product is: [F:1][C:2]([F:12])([F:13])[C:3]1[CH:4]=[C:5]([NH:9][C:10]([NH:19][C:18]2[CH:20]=[CH:21][CH:22]=[C:16]([C:15]([F:14])([F:23])[F:24])[CH:17]=2)=[O:11])[CH:6]=[CH:7][CH:8]=1. (2) Given the reactants [C:12]([O:11][C:9](O[C:9]([O:11][C:12]([CH3:15])([CH3:14])[CH3:13])=[O:10])=[O:10])([CH3:15])([CH3:14])[CH3:13].[NH2:16][CH:17]([C:19]1[C:20]([O:41][CH3:42])=[C:21]([CH:27]2[CH2:30][N:29]([C:31]([O:33][CH2:34][C:35]3[CH:40]=[CH:39][CH:38]=[CH:37][CH:36]=3)=[O:32])[CH2:28]2)[C:22]([CH3:26])=[C:23]([Cl:25])[CH:24]=1)[CH3:18].CCN(C(C)C)C(C)C, predict the reaction product. The product is: [C:12]([O:11][C:9]([NH:16][CH:17]([C:19]1[C:20]([O:41][CH3:42])=[C:21]([CH:27]2[CH2:30][N:29]([C:31]([O:33][CH2:34][C:35]3[CH:40]=[CH:39][CH:38]=[CH:37][CH:36]=3)=[O:32])[CH2:28]2)[C:22]([CH3:26])=[C:23]([Cl:25])[CH:24]=1)[CH3:18])=[O:10])([CH3:13])([CH3:14])[CH3:15]. (3) Given the reactants NC1C=CC(OC)=C2C=1C(=O)N(C)C2.[CH3:15][N:16]1[CH2:24][C:23]2[C:18](=[C:19]([N+:29]([O-])=O)[CH:20]=[CH:21][C:22]=2[O:25][CH:26]([CH3:28])[CH3:27])[C:17]1=[O:32], predict the reaction product. The product is: [NH2:29][C:19]1[CH:20]=[CH:21][C:22]([O:25][CH:26]([CH3:28])[CH3:27])=[C:23]2[C:18]=1[C:17](=[O:32])[N:16]([CH3:15])[CH2:24]2. (4) The product is: [Cl:18][C:15]1[CH:16]=[CH:17][C:12]([NH:11][S:8]([C:5]2[CH:6]=[CH:7][C:2]([N:82]3[CH2:87][CH2:86][O:85][CH2:84][CH2:83]3)=[CH:3][CH:4]=2)(=[O:10])=[O:9])=[C:13]([C:19]([C:21]2[CH:26]=[CH:25][N:24]=[CH:23][CH:22]=2)=[O:20])[CH:14]=1. Given the reactants Br[C:2]1[CH:7]=[CH:6][C:5]([S:8]([NH:11][C:12]2[CH:17]=[CH:16][C:15]([Cl:18])=[CH:14][C:13]=2[C:19]([C:21]2[CH:26]=[CH:25][N:24]=[CH:23][CH:22]=2)=[O:20])(=[O:10])=[O:9])=[CH:4][CH:3]=1.O.[O-]P([O-])([O-])=O.[K+].[K+].[K+].C1(P(C2C=CC=CC=2)C2C=CC3C(=CC=CC=3)C=2C2C3C(=CC=CC=3)C=CC=2P(C2C=CC=CC=2)C2C=CC=CC=2)C=CC=CC=1.[NH:82]1[CH2:87][CH2:86][O:85][CH2:84][CH2:83]1, predict the reaction product. (5) The product is: [F:18][C:19]1[CH:20]=[C:21]([CH:24]=[CH:25][C:26]=1[F:27])[CH2:22][N:1]1[CH2:2][CH2:3][CH:4]([NH:7][C:8]2[CH:13]=[CH:12][C:11]([C:14]([F:15])([F:17])[F:16])=[CH:10][N:9]=2)[CH2:5][CH2:6]1. Given the reactants [NH:1]1[CH2:6][CH2:5][CH:4]([NH:7][C:8]2[CH:13]=[CH:12][C:11]([C:14]([F:17])([F:16])[F:15])=[CH:10][N:9]=2)[CH2:3][CH2:2]1.[F:18][C:19]1[CH:20]=[C:21]([CH:24]=[CH:25][C:26]=1[F:27])[CH2:22]Br.C(=O)([O-])[O-].[K+].[K+], predict the reaction product. (6) Given the reactants [C:1]([O:4][CH2:5][C:6]1[CH:11]=[C:10]([O:12][CH2:13][CH2:14][C:15]2([CH2:21][CH:22]=O)[CH2:20][CH2:19][CH2:18][CH2:17][CH2:16]2)[CH:9]=[C:8]([CH2:24][O:25][C:26](=[O:28])[CH3:27])[CH:7]=1)(=[O:3])[CH3:2].[C:29]1([CH3:42])[CH:34]=[CH:33][C:32]([NH:35][CH:36]2[CH2:41][CH2:40][NH:39][CH2:38][CH2:37]2)=[CH:31][CH:30]=1.C(O[BH-](OC(=O)C)OC(=O)C)(=O)C.[Na+].C(=O)(O)[O-].[Na+], predict the reaction product. The product is: [C:1]([O:4][CH2:5][C:6]1[CH:11]=[C:10]([O:12][CH2:13][CH2:14][C:15]2([CH2:21][CH2:22][N:39]3[CH2:40][CH2:41][CH:36]([NH:35][C:32]4[CH:33]=[CH:34][C:29]([CH3:42])=[CH:30][CH:31]=4)[CH2:37][CH2:38]3)[CH2:20][CH2:19][CH2:18][CH2:17][CH2:16]2)[CH:9]=[C:8]([CH2:24][O:25][C:26](=[O:28])[CH3:27])[CH:7]=1)(=[O:3])[CH3:2]. (7) Given the reactants Cl.C([O:9][C:10]1[C:11]([CH3:22])=[CH:12][C:13]([O:20][CH3:21])=[C:14]([CH2:16][CH:17]([NH2:19])[CH3:18])[CH:15]=1)C1C=CC=CC=1.[C:23](OC([O-])=O)([O:25][C:26]([CH3:29])([CH3:28])[CH3:27])=[O:24], predict the reaction product. The product is: [C:26]([O:25][C:23](=[O:24])[NH:19][CH:17]([CH3:18])[CH2:16][C:14]1[CH:15]=[C:10]([OH:9])[C:11]([CH3:22])=[CH:12][C:13]=1[O:20][CH3:21])([CH3:29])([CH3:28])[CH3:27]. (8) Given the reactants Br[C:2]1[CH:7]=[CH:6][CH:5]=[CH:4][C:3]=1[S:8]([NH:11][C:12]([CH3:16])([CH3:15])[CH2:13][CH3:14])(=[O:10])=[O:9].[CH2:17]([Sn](CCCC)(CCCC)CCCC)[CH:18]=[CH2:19], predict the reaction product. The product is: [CH3:15][C:12]([NH:11][S:8]([C:3]1[CH:4]=[CH:5][CH:6]=[CH:7][C:2]=1[CH2:19][CH:18]=[CH2:17])(=[O:10])=[O:9])([CH3:16])[CH2:13][CH3:14].